Dataset: Full USPTO retrosynthesis dataset with 1.9M reactions from patents (1976-2016). Task: Predict the reactants needed to synthesize the given product. Given the product [Cl:1][C:2]1[CH:7]=[C:6]([O:15][CH3:13])[CH:5]=[C:4]([Cl:9])[N:3]=1, predict the reactants needed to synthesize it. The reactants are: [Cl:1][C:2]1[CH:7]=[C:6](Cl)[CH:5]=[C:4]([Cl:9])[N:3]=1.C[O-].[Na+].[C:13](OCC)(=[O:15])C.O.